This data is from Full USPTO retrosynthesis dataset with 1.9M reactions from patents (1976-2016). The task is: Predict the reactants needed to synthesize the given product. (1) Given the product [CH:24]1[C:19]2[C:20](=[C:25]([NH2:26])[N:8]=[C:9]3[CH:14]=[CH:13][CH:12]=[CH:11][C:10]3=2)[N:21]=[CH:22][CH:23]=1, predict the reactants needed to synthesize it. The reactants are: C(OC([NH:8][C:9]1[CH:14]=[CH:13][CH:12]=[CH:11][C:10]=1B(O)O)=O)(C)(C)C.Br[C:19]1[C:20]([C:25]#[N:26])=[N:21][CH:22]=[CH:23][CH:24]=1.C(=O)([O-])[O-].[K+].[K+]. (2) Given the product [CH:1]1([C:4]2[CH:5]=[C:6]3[C:10](=[C:11]([CH:13]([O:15][CH2:16][C:17]4([C:30]5[CH:31]=[CH:32][C:33]([F:36])=[CH:34][CH:35]=5)[CH2:22][CH2:21][NH:20][CH2:19][CH2:18]4)[CH3:14])[CH:12]=2)[NH:9][N:8]=[CH:7]3)[CH2:3][CH2:2]1, predict the reactants needed to synthesize it. The reactants are: [CH:1]1([C:4]2[CH:5]=[C:6]3[C:10](=[C:11]([CH:13]([O:15][CH2:16][C:17]4([C:30]5[CH:35]=[CH:34][C:33]([F:36])=[CH:32][CH:31]=5)[CH2:22][CH2:21][N:20](C(OC(C)(C)C)=O)[CH2:19][CH2:18]4)[CH3:14])[CH:12]=2)[NH:9][N:8]=[CH:7]3)[CH2:3][CH2:2]1.